This data is from Reaction yield outcomes from USPTO patents with 853,638 reactions. The task is: Predict the reaction yield, written as a fraction of the theoretical maximum amount of product (1.0 means a 100% yield; for example, 0.34 means a 34% yield). (1) The yield is 0.700. The reactants are [F:1][C:2]1[CH:7]=[C:6](I)[CH:5]=[CH:4][N:3]=1.C([Li])CCC.[B:14](OCCCC)(OCCCC)OCCCC.[OH:30][C:31]([C:34]([OH:37])([CH3:36])[CH3:35])([CH3:33])[CH3:32].C(O)(=O)C. The catalyst is C(OCC)C. The product is [F:1][C:2]1[CH:7]=[C:6]([B:14]2[O:37][C:34]([CH3:36])([CH3:35])[C:31]([CH3:33])([CH3:32])[O:30]2)[CH:5]=[CH:4][N:3]=1. (2) The yield is 0.830. The catalyst is C1(C)C=CC=CC=1.C(OCC)(=O)C.C1C=CC([P]([Pd]([P](C2C=CC=CC=2)(C2C=CC=CC=2)C2C=CC=CC=2)([P](C2C=CC=CC=2)(C2C=CC=CC=2)C2C=CC=CC=2)[P](C2C=CC=CC=2)(C2C=CC=CC=2)C2C=CC=CC=2)(C2C=CC=CC=2)C2C=CC=CC=2)=CC=1. The product is [C:20]([O:24][C:25](=[O:34])[N:26]([C:28]1[S:32][C:31]([C:5]2[CH:6]=[N:7][C:2]([Cl:1])=[CH:3][CH:4]=2)=[N:30][CH:29]=1)[CH3:27])([CH3:23])([CH3:21])[CH3:22]. The reactants are [Cl:1][C:2]1[N:7]=[CH:6][C:5](B(O)O)=[CH:4][CH:3]=1.C(O)C.C([O-])([O-])=O.[K+].[K+].[C:20]([O:24][C:25](=[O:34])[N:26]([C:28]1[S:32][C:31](Br)=[N:30][CH:29]=1)[CH3:27])([CH3:23])([CH3:22])[CH3:21]. (3) The reactants are [N:1]([C:4]1[CH:9]=[CH:8][CH:7]=[C:6]([S:10][C:11]([F:14])([F:13])[F:12])[CH:5]=1)=[C:2]=[O:3].[C:15]([N:19]1[CH2:24][CH2:23][N:22](C(OC(C)(C)C)=O)[C@@H:21]([C:32]([N:34]2[CH2:39][CH2:38][NH:37][CH2:36][CH2:35]2)=[O:33])[CH2:20]1)([CH3:18])([CH3:17])[CH3:16]. The catalyst is C1COCC1. The product is [NH3:1].[CH3:2][OH:3].[C:15]([N:19]1[CH2:24][CH2:23][NH:22][C@@H:21]([C:32]([N:34]2[CH2:39][CH2:38][N:37]([C:2]([NH:1][C:4]3[CH:9]=[CH:8][CH:7]=[C:6]([S:10][C:11]([F:14])([F:12])[F:13])[CH:5]=3)=[O:3])[CH2:36][CH2:35]2)=[O:33])[CH2:20]1)([CH3:18])([CH3:16])[CH3:17]. The yield is 0.100.